From a dataset of Reaction yield outcomes from USPTO patents with 853,638 reactions. Predict the reaction yield, written as a fraction of the theoretical maximum amount of product (1.0 means a 100% yield; for example, 0.34 means a 34% yield). (1) The reactants are [CH:1]([N:14]1[CH2:18][CH2:17][CH:16]([CH2:19][NH2:20])[CH2:15]1)([C:8]1[CH:13]=[CH:12][CH:11]=[CH:10][CH:9]=1)[C:2]1[CH:7]=[CH:6][CH:5]=[CH:4][CH:3]=1.[C:21]1([N:27]([CH2:34][C:35](O)=[O:36])[C:28]2[CH:33]=[CH:32][CH:31]=[CH:30][CH:29]=2)[CH:26]=[CH:25][CH:24]=[CH:23][CH:22]=1.C(Cl)CCl. The catalyst is C(Cl)Cl.CN(C1C=CN=CC=1)C. The product is [CH:1]([N:14]1[CH2:18][CH2:17][CH:16]([CH2:19][NH:20][C:35](=[O:36])[CH2:34][N:27]([C:21]2[CH:26]=[CH:25][CH:24]=[CH:23][CH:22]=2)[C:28]2[CH:33]=[CH:32][CH:31]=[CH:30][CH:29]=2)[CH2:15]1)([C:8]1[CH:13]=[CH:12][CH:11]=[CH:10][CH:9]=1)[C:2]1[CH:3]=[CH:4][CH:5]=[CH:6][CH:7]=1. The yield is 0.750. (2) The reactants are [CH3:1][N:2]([CH3:6])[CH2:3][CH2:4][OH:5].[F:7][C:8]1([F:42])[O:12][C:11]2[CH:13]=[CH:14][C:15]([C:17]3([C:20]([NH:22][C:23]4[N:24]=[C:25]([C:33]5[CH:34]=[C:35]([CH:39]=[CH:40][CH:41]=5)[C:36](Cl)=[O:37])[C:26]5[C:31]([CH:32]=4)=[CH:30][CH:29]=[CH:28][CH:27]=5)=[O:21])[CH2:19][CH2:18]3)=[CH:16][C:10]=2[O:9]1. The catalyst is ClCCl. The product is [F:42][C:8]1([F:7])[O:12][C:11]2[CH:13]=[CH:14][C:15]([C:17]3([C:20]([NH:22][C:23]4[N:24]=[C:25]([C:33]5[CH:34]=[C:35]([CH:39]=[CH:40][CH:41]=5)[C:36]([O:5][CH2:4][CH2:3][N:2]([CH3:6])[CH3:1])=[O:37])[C:26]5[C:31]([CH:32]=4)=[CH:30][CH:29]=[CH:28][CH:27]=5)=[O:21])[CH2:18][CH2:19]3)=[CH:16][C:10]=2[O:9]1. The yield is 0.900.